From a dataset of Forward reaction prediction with 1.9M reactions from USPTO patents (1976-2016). Predict the product of the given reaction. (1) Given the reactants [C:1]1([S:7]([N:10]2[CH2:14][CH:13]([C:15](O)=[O:16])[N:12]([C:18]3[CH:23]=[CH:22][CH:21]=[CH:20][C:19]=3[Cl:24])[C:11]2=[O:25])(=[O:9])=[O:8])[CH:6]=[CH:5][CH:4]=[CH:3][CH:2]=1.[F:26][C:27]([F:41])([F:40])[C:28]1[C:29]([N:34]2[CH2:39][CH2:38][NH:37][CH2:36][CH2:35]2)=[N:30][CH:31]=[CH:32][CH:33]=1, predict the reaction product. The product is: [C:1]1([S:7]([N:10]2[CH2:14][CH:13]([C:15]([N:37]3[CH2:38][CH2:39][N:34]([C:29]4[C:28]([C:27]([F:41])([F:26])[F:40])=[CH:33][CH:32]=[CH:31][N:30]=4)[CH2:35][CH2:36]3)=[O:16])[N:12]([C:18]3[CH:23]=[CH:22][CH:21]=[CH:20][C:19]=3[Cl:24])[C:11]2=[O:25])(=[O:8])=[O:9])[CH:2]=[CH:3][CH:4]=[CH:5][CH:6]=1. (2) Given the reactants [CH3:1][C:2]1[CH:10]=[CH:9][C:8]([C:11]2[N:12]([C:22]([O:24][C:25]([CH3:28])([CH3:27])[CH3:26])=[O:23])[C:13]3[C:18]([CH:19]=2)=[CH:17][C:16]([CH:20]=O)=[CH:15][CH:14]=3)=[C:7]2[C:3]=1[CH2:4][NH:5][C:6]2=[O:29].[OH:30][CH2:31][CH2:32][N:33]1[CH2:38][CH2:37][NH:36][CH2:35][CH2:34]1.C(O)(=O)C.C(O[BH-](OC(=O)C)OC(=O)C)(=O)C.[Na+].Cl, predict the reaction product. The product is: [CH3:1][C:2]1[CH:10]=[CH:9][C:8]([C:11]2[N:12]([C:22]([O:24][C:25]([CH3:28])([CH3:27])[CH3:26])=[O:23])[C:13]3[C:18]([CH:19]=2)=[CH:17][C:16]([CH2:20][N:36]2[CH2:37][CH2:38][N:33]([CH2:32][CH2:31][OH:30])[CH2:34][CH2:35]2)=[CH:15][CH:14]=3)=[C:7]2[C:3]=1[CH2:4][NH:5][C:6]2=[O:29]. (3) Given the reactants [C:1]1(=[O:7])O[C:4](=[O:5])[CH:3]=[CH:2]1.[Br:8][C:9]1[CH:10]=[C:11]([CH:13]=[CH:14][C:15]=1[Cl:16])[NH2:12], predict the reaction product. The product is: [Br:8][C:9]1[CH:10]=[C:11]([N:12]2[C:4](=[O:5])[CH:3]=[CH:2][C:1]2=[O:7])[CH:13]=[CH:14][C:15]=1[Cl:16]. (4) Given the reactants [CH2:1]([OH:5])[C@H:2]([OH:4])[CH3:3].[C:6](Cl)([C:19]1[CH:24]=[CH:23][CH:22]=[CH:21][CH:20]=1)([C:13]1[CH:18]=[CH:17][CH:16]=[CH:15][CH:14]=1)[C:7]1[CH:12]=[CH:11][CH:10]=[CH:9][CH:8]=1.C(N(CC)CC)C.[CH3:33][S:34](Cl)(=[O:36])=[O:35], predict the reaction product. The product is: [CH3:33][S:34]([O:4][C@H:2]([CH3:3])[CH2:1][O:5][C:6]([C:19]1[CH:24]=[CH:23][CH:22]=[CH:21][CH:20]=1)([C:13]1[CH:18]=[CH:17][CH:16]=[CH:15][CH:14]=1)[C:7]1[CH:12]=[CH:11][CH:10]=[CH:9][CH:8]=1)(=[O:36])=[O:35]. (5) Given the reactants [C:9](O[C:9]([O:11][C:12]([CH3:15])([CH3:14])[CH3:13])=[O:10])([O:11][C:12]([CH3:15])([CH3:14])[CH3:13])=[O:10].C(N(CC)CC)C.Cl.[NH2:24][CH:25]([C:31]([C:33]1[CH:38]=[CH:37][C:36]([O:39][CH3:40])=[CH:35][CH:34]=1)=[O:32])[C:26]([O:28][CH2:29][CH3:30])=[O:27].O, predict the reaction product. The product is: [C:12]([O:11][C:9]([NH:24][CH:25]([C:31]([C:33]1[CH:34]=[CH:35][C:36]([O:39][CH3:40])=[CH:37][CH:38]=1)=[O:32])[C:26]([O:28][CH2:29][CH3:30])=[O:27])=[O:10])([CH3:13])([CH3:14])[CH3:15]. (6) Given the reactants [NH2:1][C@H:2]([C:4]([OH:6])=[O:5])[CH3:3].[OH-].[Na+].[C:9](Cl)(=[O:21])[CH2:10][CH2:11][CH2:12][CH2:13][CH2:14][CH2:15][CH2:16][CH2:17][CH2:18][CH2:19][CH3:20].S(=O)(=O)(O)O, predict the reaction product. The product is: [C:9]([NH:1][C@H:2]([C:4]([OH:6])=[O:5])[CH3:3])(=[O:21])[CH2:10][CH2:11][CH2:12][CH2:13][CH2:14][CH2:15][CH2:16][CH2:17][CH2:18][CH2:19][CH3:20].